This data is from Full USPTO retrosynthesis dataset with 1.9M reactions from patents (1976-2016). The task is: Predict the reactants needed to synthesize the given product. (1) Given the product [Cl:1][C:2]1[C:12]2[O:11][CH2:10][CH2:9][N:8]([CH:13]([CH3:14])[CH3:15])[CH2:7][C:6]=2[CH:5]=[C:4]([NH2:16])[CH:3]=1, predict the reactants needed to synthesize it. The reactants are: [Cl:1][C:2]1[C:12]2[O:11][CH2:10][CH2:9][N:8]([CH:13]([CH3:15])[CH3:14])[CH2:7][C:6]=2[CH:5]=[C:4]([N+:16]([O-])=O)[CH:3]=1.O.O.[Sn](Cl)Cl.C(=O)([O-])O.[Na+]. (2) Given the product [CH2:3]([O:10][C:11]1[N:12]=[CH:13][C:14]([NH2:17])=[CH:15][CH:16]=1)[C:4]1[CH:5]=[CH:6][CH:7]=[CH:8][CH:9]=1, predict the reactants needed to synthesize it. The reactants are: [Cl-].[NH4+].[CH2:3]([O:10][C:11]1[CH:16]=[CH:15][C:14]([N+:17]([O-])=O)=[CH:13][N:12]=1)[C:4]1[CH:9]=[CH:8][CH:7]=[CH:6][CH:5]=1. (3) Given the product [Br:1][C:2]1[C:3]([N:25]2[CH2:29][CH2:28][C@@H:27]([OH:30])[CH2:26]2)=[N:4][CH:5]=[C:6]([CH:23]=1)[C:7]([NH:9][C:10]1[CH:15]=[CH:14][C:13]([O:16][C:17]([F:22])([F:21])[CH:18]([F:20])[F:19])=[CH:12][CH:11]=1)=[O:8], predict the reactants needed to synthesize it. The reactants are: [Br:1][C:2]1[C:3](Cl)=[N:4][CH:5]=[C:6]([CH:23]=1)[C:7]([NH:9][C:10]1[CH:15]=[CH:14][C:13]([O:16][C:17]([F:22])([F:21])[CH:18]([F:20])[F:19])=[CH:12][CH:11]=1)=[O:8].[NH:25]1[CH2:29][CH2:28][C@@H:27]([OH:30])[CH2:26]1. (4) Given the product [CH2:1]([C:11]([CH2:10][OH:14])([CH2:3][OH:15])[CH2:12][CH3:13])[OH:2], predict the reactants needed to synthesize it. The reactants are: [CH2:1]=[O:2].[CH2:3](N(CC)CC)C.[CH:10](=[O:14])[CH2:11][CH2:12][CH3:13].[OH2:15]. (5) Given the product [CH:26]1([C:29]([NH:1][C:2]2[CH:7]=[C:6]([C:8]3[C:9]([C:20]4[CH:21]=[CH:22][CH:23]=[CH:24][CH:25]=4)=[N:10][N:11]([C:13]4[CH2:18][CH2:17][C:16](=[O:19])[NH:15][N:14]=4)[CH:12]=3)[CH:5]=[CH:4][N:3]=2)=[O:30])[CH2:28][CH2:27]1, predict the reactants needed to synthesize it. The reactants are: [NH2:1][C:2]1[CH:7]=[C:6]([C:8]2[C:9]([C:20]3[CH:25]=[CH:24][CH:23]=[CH:22][CH:21]=3)=[N:10][N:11]([C:13]3[CH2:18][CH2:17][C:16](=[O:19])[NH:15][N:14]=3)[CH:12]=2)[CH:5]=[CH:4][N:3]=1.[CH:26]1([C:29](Cl)=[O:30])[CH2:28][CH2:27]1. (6) Given the product [C:1]([NH:4][C:5]1[CH:13]=[CH:12][CH:11]=[C:10]2[C:6]=1[C:7](=[O:33])[N:8]([CH:15]([C:20]1[CH:25]=[CH:24][C:23]([O:26][CH:27]([F:28])[F:29])=[C:22]([O:30][CH2:31][CH3:32])[CH:21]=1)[CH2:16][C:17]([NH2:36])=[O:18])[C:9]2=[O:14])(=[O:3])[CH3:2], predict the reactants needed to synthesize it. The reactants are: [C:1]([NH:4][C:5]1[CH:13]=[CH:12][CH:11]=[C:10]2[C:6]=1[C:7](=[O:33])[N:8]([CH:15]([C:20]1[CH:25]=[CH:24][C:23]([O:26][CH:27]([F:29])[F:28])=[C:22]([O:30][CH2:31][CH3:32])[CH:21]=1)[CH2:16][C:17](O)=[O:18])[C:9]2=[O:14])(=[O:3])[CH3:2].C1N=C[N:36](C(N2C=NC=C2)=O)C=1.[NH4+].[OH-]. (7) The reactants are: [CH:1]([C:4]1[N:5]=[C:6]([CH2:9][CH2:10][C:11]2[CH:25]=[CH:24][N:14]3[C:15](=[O:23])[C:16]([C:19]([O:21][CH3:22])=O)=[CH:17][N:18]=[C:13]3[CH:12]=2)[S:7][CH:8]=1)([CH3:3])[CH3:2].[NH2:26][NH2:27].C[OH:29]. Given the product [CH:1]([C:4]1[N:5]=[C:6]([CH2:9][CH2:10][C:11]2[CH:25]=[CH:24][N:14]3[C:15](=[O:23])[C:16]([C:19]4[O:21][C:22](=[O:29])[NH:27][N:26]=4)=[CH:17][N:18]=[C:13]3[CH:12]=2)[S:7][CH:8]=1)([CH3:2])[CH3:3], predict the reactants needed to synthesize it. (8) Given the product [OH:1][C:2]([C:15]([F:18])([F:17])[F:16])([CH2:6][CH:7]([C:9]1[CH:14]=[CH:13][CH:12]=[CH:11][CH:10]=1)[CH3:8])[C:3]([NH:23][C:24]1[CH:25]=[C:26]2[C:31](=[CH:32][CH:33]=1)[C:29](=[O:30])[O:28][CH2:27]2)=[O:5], predict the reactants needed to synthesize it. The reactants are: [OH:1][C:2]([C:15]([F:18])([F:17])[F:16])([CH2:6][CH:7]([C:9]1[CH:14]=[CH:13][CH:12]=[CH:11][CH:10]=1)[CH3:8])[C:3]([OH:5])=O.S(Cl)(Cl)=O.[NH2:23][C:24]1[CH:25]=[C:26]2[C:31](=[CH:32][CH:33]=1)[C:29](=[O:30])[O:28][CH2:27]2.O. (9) Given the product [NH2:1][C:4]1[CH:9]=[CH:8][C:7]([S:10]([N:13]([C:32]2[CH:33]=[CH:34][CH:35]=[CH:36][CH:37]=2)[CH:14]2[CH2:15][CH2:16][N:17]([C@@H:20]3[CH2:25][CH2:24][CH2:23][CH2:22][C@@H:21]3[C:26]3[CH:27]=[CH:28][CH:29]=[CH:30][CH:31]=3)[CH2:18][CH2:19]2)(=[O:12])=[O:11])=[CH:6][CH:5]=1, predict the reactants needed to synthesize it. The reactants are: [N+:1]([C:4]1[CH:9]=[CH:8][C:7]([S:10]([N:13]([C:32]2[CH:37]=[CH:36][CH:35]=[CH:34][CH:33]=2)[CH:14]2[CH2:19][CH2:18][N:17]([C@@H:20]3[CH2:25][CH2:24][CH2:23][CH2:22][C@@H:21]3[C:26]3[CH:31]=[CH:30][CH:29]=[CH:28][CH:27]=3)[CH2:16][CH2:15]2)(=[O:12])=[O:11])=[CH:6][CH:5]=1)([O-])=O.